This data is from Full USPTO retrosynthesis dataset with 1.9M reactions from patents (1976-2016). The task is: Predict the reactants needed to synthesize the given product. (1) Given the product [O:35]1[CH2:40][CH2:39][N:38]([C:41]2[C:46]([NH:47][C:55]3[C:64]4[C:59](=[CH:60][C:61]([F:66])=[CH:62][C:63]=4[F:65])[N:58]=[C:57]([C:67]4[CH:72]=[CH:71][N:70]=[C:69]([CH3:73])[CH:68]=4)[C:56]=3[CH3:74])=[CH:45][C:44]([N:48]3[CH2:49][CH2:50][O:51][CH2:52][CH2:53]3)=[CH:43][N:42]=2)[CH2:37][CH2:36]1, predict the reactants needed to synthesize it. The reactants are: C1(P(C2CCCCC2)C2C=CC=CC=2C2C(C(C)C)=CC(C(C)C)=CC=2C(C)C)CCCCC1.[O:35]1[CH2:40][CH2:39][N:38]([C:41]2[C:46]([NH2:47])=[CH:45][C:44]([N:48]3[CH2:53][CH2:52][O:51][CH2:50][CH2:49]3)=[CH:43][N:42]=2)[CH2:37][CH2:36]1.Cl[C:55]1[C:64]2[C:59](=[CH:60][C:61]([F:66])=[CH:62][C:63]=2[F:65])[N:58]=[C:57]([C:67]2[CH:72]=[CH:71][N:70]=[C:69]([CH3:73])[CH:68]=2)[C:56]=1[CH3:74].CC(C)([O-])C.[Na+]. (2) The reactants are: [F:1][C:2]1[CH:30]=[CH:29][C:5]([CH2:6][N:7]([O:22]C2CCCCO2)[C:8]([C:10]2[CH:15]=[C:14]([C:16]3[CH:21]=[CH:20][CH:19]=[CH:18][CH:17]=3)[CH:13]=[CH:12][N:11]=2)=[O:9])=[CH:4][CH:3]=1.C1(C)C=CC(S([O-])(=O)=O)=CC=1.[NH+]1C=CC=CC=1. Given the product [F:1][C:2]1[CH:30]=[CH:29][C:5]([CH2:6][N:7]([OH:22])[C:8]([C:10]2[CH:15]=[C:14]([C:16]3[CH:21]=[CH:20][CH:19]=[CH:18][CH:17]=3)[CH:13]=[CH:12][N:11]=2)=[O:9])=[CH:4][CH:3]=1, predict the reactants needed to synthesize it.